From a dataset of NCI-60 drug combinations with 297,098 pairs across 59 cell lines. Regression. Given two drug SMILES strings and cell line genomic features, predict the synergy score measuring deviation from expected non-interaction effect. Drug 1: CC1=C2C(C(=O)C3(C(CC4C(C3C(C(C2(C)C)(CC1OC(=O)C(C(C5=CC=CC=C5)NC(=O)OC(C)(C)C)O)O)OC(=O)C6=CC=CC=C6)(CO4)OC(=O)C)OC)C)OC. Drug 2: CC1C(C(CC(O1)OC2CC(CC3=C2C(=C4C(=C3O)C(=O)C5=C(C4=O)C(=CC=C5)OC)O)(C(=O)C)O)N)O.Cl. Cell line: BT-549. Synergy scores: CSS=61.0, Synergy_ZIP=6.61, Synergy_Bliss=6.26, Synergy_Loewe=-2.28, Synergy_HSA=8.48.